Predict the reactants needed to synthesize the given product. From a dataset of Full USPTO retrosynthesis dataset with 1.9M reactions from patents (1976-2016). Given the product [C:1]([N:9]1[CH2:14][CH2:13][CH:12]([C:15]2[N:20]=[CH:19][C:18]([NH:21][C:22]([C:24]3[CH:25]=[N:26][N:27]([C:30]4[CH:35]=[CH:34][C:33]([C:36]([F:38])([F:39])[F:37])=[CH:32][N:31]=4)[C:28]=3[CH3:29])=[O:23])=[CH:17][C:16]=2[CH3:40])[CH2:11][CH2:10]1)(=[O:8])[C:2]1[CH:7]=[CH:6][CH:5]=[CH:4][CH:3]=1, predict the reactants needed to synthesize it. The reactants are: [C:1]([N:9]1[CH2:14][CH:13]=[C:12]([C:15]2[N:20]=[CH:19][C:18]([NH:21][C:22]([C:24]3[CH:25]=[N:26][N:27]([C:30]4[CH:35]=[CH:34][C:33]([C:36]([F:39])([F:38])[F:37])=[CH:32][N:31]=4)[C:28]=3[CH3:29])=[O:23])=[CH:17][C:16]=2[CH3:40])[CH2:11][CH2:10]1)(=[O:8])[C:2]1[CH:7]=[CH:6][CH:5]=[CH:4][CH:3]=1.